This data is from Full USPTO retrosynthesis dataset with 1.9M reactions from patents (1976-2016). The task is: Predict the reactants needed to synthesize the given product. (1) Given the product [O:1]1[CH2:6][CH2:5][CH:4]([C:7]([O:9][C:22]([CH3:24])([CH3:23])[CH3:21])=[O:8])[CH2:3][CH2:2]1, predict the reactants needed to synthesize it. The reactants are: [O:1]1[CH2:6][CH2:5][CH:4]([C:7]([OH:9])=[O:8])[CH2:3][CH2:2]1.C(Cl)CCl.CCN(CC)CC.[CH3:21][C:22](O)([CH3:24])[CH3:23]. (2) Given the product [CH2:34]([CH:17]([CH2:15][CH3:16])[C:18]([NH:20][C:21]1[CH:26]=[CH:25][C:24]([N:27]2[CH2:28][CH2:29][N:30]([CH:2]([C:8]3[CH:13]=[CH:12][CH:11]=[C:10]([F:14])[CH:9]=3)[C:3]3[O:4][CH:5]=[CH:6][N:7]=3)[CH2:31][CH2:32]2)=[C:23]([F:33])[CH:22]=1)=[O:19])[CH3:35], predict the reactants needed to synthesize it. The reactants are: Cl[CH:2]([C:8]1[CH:13]=[CH:12][CH:11]=[C:10]([F:14])[CH:9]=1)[C:3]1[O:4][CH:5]=[CH:6][N:7]=1.[CH2:15]([CH:17]([CH2:34][CH3:35])[C:18]([NH:20][C:21]1[CH:26]=[CH:25][C:24]([N:27]2[CH2:32][CH2:31][NH:30][CH2:29][CH2:28]2)=[C:23]([F:33])[CH:22]=1)=[O:19])[CH3:16].C([O-])([O-])=O.[Cs+].[Cs+]. (3) Given the product [NH2:7][C:6]1[N:2]([CH3:1])[N:3]=[C:4]([C:17]2[CH:22]=[CH:21][CH:20]=[CH:19][CH:18]=2)[C:5]=1[C:11](=[O:25])[CH3:12], predict the reactants needed to synthesize it. The reactants are: [CH3:1][N:2]1[C:6]([NH:7]C(=O)C)=[C:5]([C:11]#[C:12][Si](C)(C)C)[C:4]([C:17]2[CH:22]=[CH:21][CH:20]=[CH:19][CH:18]=2)=[N:3]1.C([OH:25])C.[OH-].[Na+]. (4) Given the product [CH2:1]([C:8]1[S:9][C:10]([CH3:29])=[C:11]([CH3:28])[C:12]=1[C:13]([C:15]1[CH:20]=[CH:19][C:18]([OH:21])=[C:17]([CH:23]2[CH2:27][CH2:26][CH2:25][CH2:24]2)[CH:16]=1)=[O:14])[C:2]1[CH:3]=[CH:4][CH:5]=[CH:6][CH:7]=1, predict the reactants needed to synthesize it. The reactants are: [CH2:1]([C:8]1[S:9][C:10]([CH3:29])=[C:11]([CH3:28])[C:12]=1[C:13]([C:15]1[CH:20]=[CH:19][C:18]([O:21]C)=[C:17]([CH:23]2[CH2:27][CH2:26][CH2:25][CH2:24]2)[CH:16]=1)=[O:14])[C:2]1[CH:7]=[CH:6][CH:5]=[CH:4][CH:3]=1.B(Br)(Br)Br.C(Cl)Cl. (5) Given the product [F:1][C:2]([F:23])([F:24])[C:3]([C:9]1[CH:10]=[CH:11][C:12]([C:15]2[CH:20]=[CH:19][C:18]([CH2:21][N:28]3[CH2:27][CH2:26][N:25]([C:31]([CH:33]4[CH2:37][CH2:36][CH2:35][O:34]4)=[O:32])[CH2:30][CH2:29]3)=[CH:17][CH:16]=2)=[CH:13][CH:14]=1)([OH:8])[C:4]([F:5])([F:7])[F:6], predict the reactants needed to synthesize it. The reactants are: [F:1][C:2]([F:24])([F:23])[C:3]([C:9]1[CH:14]=[CH:13][C:12]([C:15]2[CH:20]=[CH:19][C:18]([CH:21]=O)=[CH:17][CH:16]=2)=[CH:11][CH:10]=1)([OH:8])[C:4]([F:7])([F:6])[F:5].[N:25]1([C:31]([CH:33]2[CH2:37][CH2:36][CH2:35][O:34]2)=[O:32])[CH2:30][CH2:29][NH:28][CH2:27][CH2:26]1.C(=O)C1C=CN=CC=1. (6) Given the product [Br:1][C:2]1[CH:9]=[CH:8][C:5]([CH2:6][NH:17][CH:15]([CH3:16])[CH:14]([O:18][CH3:19])[O:13][CH3:12])=[CH:4][C:3]=1[O:10][CH3:11], predict the reactants needed to synthesize it. The reactants are: [Br:1][C:2]1[CH:9]=[CH:8][C:5]([CH:6]=O)=[CH:4][C:3]=1[O:10][CH3:11].[CH3:12][O:13][CH:14]([O:18][CH3:19])[CH:15]([NH2:17])[CH3:16].C(O[BH-](OC(=O)C)OC(=O)C)(=O)C.[Na+]. (7) Given the product [CH3:10][O:9][S:6]([O-:11])(=[O:8])=[O:7].[CH3:1][S+:3]([CH3:4])[CH3:15], predict the reactants needed to synthesize it. The reactants are: [CH2:1]([S:3][CH2:4]C)C.[S:6]([O:11]C)([O:9][CH3:10])(=[O:8])=[O:7].[OH-].[K+].[CH2:15]1COCC1. (8) The reactants are: C(OC([NH:8][CH:9]1[CH2:14][CH2:13][CH2:12][CH:11]([CH2:15][NH:16][C:17]([O:19][CH2:20][C:21]2[CH:26]=[CH:25][CH:24]=[CH:23][CH:22]=2)=[O:18])[CH2:10]1)=O)(C)(C)C.C(O)(C(F)(F)F)=O. Given the product [CH2:20]([O:19][C:17](=[O:18])[NH:16][CH2:15][C@@H:11]1[CH2:12][CH2:13][CH2:14][C@H:9]([NH2:8])[CH2:10]1)[C:21]1[CH:22]=[CH:23][CH:24]=[CH:25][CH:26]=1, predict the reactants needed to synthesize it. (9) Given the product [OH:48][C:35]1[C:34](=[O:33])[N:23]([C:24]2[N:25]=[N:26][C:27]([CH3:30])=[CH:28][CH:29]=2)[CH:17]([C:16]2[CH:19]=[CH:20][C:13]([O:12][C:9]3[N:10]=[CH:11][N:7]([CH2:6][O:5][CH2:4][CH2:3][Si:2]([CH3:22])([CH3:21])[CH3:1])[N:8]=3)=[CH:14][CH:15]=2)[C:36]=1[C:37](=[O:38])[C:39]1[CH:44]=[CH:43][C:42]([CH:45]([CH3:47])[CH3:46])=[CH:41][CH:40]=1, predict the reactants needed to synthesize it. The reactants are: [CH3:1][Si:2]([CH3:22])([CH3:21])[CH2:3][CH2:4][O:5][CH2:6][N:7]1[CH:11]=[N:10][C:9]([O:12][C:13]2[CH:20]=[CH:19][C:16]([CH:17]=O)=[CH:15][CH:14]=2)=[N:8]1.[NH2:23][C:24]1[N:25]=[N:26][C:27]([CH3:30])=[CH:28][CH:29]=1.C([O:33][C:34](=O)[C:35]([OH:48])=[CH:36][C:37]([C:39]1[CH:44]=[CH:43][C:42]([CH:45]([CH3:47])[CH3:46])=[CH:41][CH:40]=1)=[O:38])C. (10) Given the product [Cl:1][C:2]1[N:16]=[C:17]2[CH:22]=[CH:21][C:20]([CH:23]([CH3:25])[CH3:24])=[N:19][N:18]2[CH:3]=1, predict the reactants needed to synthesize it. The reactants are: [Cl:1][CH2:2][C:3](O)=O.C(N(CC)CC)C.C(O)C.[NH2:16][C:17]1[N:18]=[N:19][C:20]([CH:23]([CH3:25])[CH3:24])=[CH:21][CH:22]=1.